Task: Predict the reaction yield, written as a fraction of the theoretical maximum amount of product (1.0 means a 100% yield; for example, 0.34 means a 34% yield).. Dataset: Reaction yield outcomes from USPTO patents with 853,638 reactions The reactants are [CH3:1][C:2]([CH3:32])([CH3:31])[CH2:3][CH:4]([C:21]1[CH:30]=[CH:29][C:24]([C:25](OC)=[O:26])=[CH:23][CH:22]=1)[NH:5][C:6]1[CH:7]=[N:8][C:9]([N:12]2[CH:16]=[C:15]([C:17]([F:20])([F:19])[F:18])[N:14]=[CH:13]2)=[CH:10][CH:11]=1.[OH-].[Li+].Cl.F[P-](F)(F)(F)(F)F.N1(OC(N(C)C)=[N+](C)C)C2N=CC=CC=2N=N1.Cl.[NH2:61][CH2:62][CH2:63][C:64]([O:66]C)=[O:65].C(NC(C)C)(C)C.[Cl-].[NH4+]. The catalyst is O1CCCC1. The product is [CH3:31][C:2]([CH3:1])([CH3:32])[CH2:3][CH:4]([C:21]1[CH:22]=[CH:23][C:24]([C:25]([NH:61][CH2:62][CH2:63][C:64]([OH:66])=[O:65])=[O:26])=[CH:29][CH:30]=1)[NH:5][C:6]1[CH:7]=[N:8][C:9]([N:12]2[CH:16]=[C:15]([C:17]([F:18])([F:20])[F:19])[N:14]=[CH:13]2)=[CH:10][CH:11]=1. The yield is 0.410.